Dataset: Forward reaction prediction with 1.9M reactions from USPTO patents (1976-2016). Task: Predict the product of the given reaction. (1) The product is: [CH3:1][N:2]1[CH2:3][CH:4]=[C:5]([C:8]2[C:16]3[C:11](=[CH:12][CH:13]=[C:14]([CH2:17][NH2:18])[CH:15]=3)[NH:10][CH:9]=2)[CH2:6][CH2:7]1. Given the reactants [CH3:1][N:2]1[CH2:7][CH:6]=[C:5]([C:8]2[C:16]3[C:11](=[CH:12][CH:13]=[C:14]([C:17]#[N:18])[CH:15]=3)[NH:10][CH:9]=2)[CH2:4][CH2:3]1.[H-].[Al+3].[Li+].[H-].[H-].[H-], predict the reaction product. (2) The product is: [CH3:1][S:2]([O:21][CH:18]1[CH2:19][CH2:20][N:15]([C:13](=[O:14])[N:12]([CH2:11][C:10]2[CH:9]=[C:8]([C:7]([F:6])([F:38])[F:39])[CH:33]=[C:32]([C:34]([F:35])([F:36])[F:37])[CH:31]=2)[CH3:30])[CH:16]([C:22]2[CH:27]=[CH:26][C:25]([F:28])=[CH:24][C:23]=2[CH3:29])[CH2:17]1)(=[O:4])=[O:3]. Given the reactants [CH3:1][S:2](Cl)(=[O:4])=[O:3].[F:6][C:7]([F:39])([F:38])[C:8]1[CH:9]=[C:10]([CH:31]=[C:32]([C:34]([F:37])([F:36])[F:35])[CH:33]=1)[CH2:11][N:12]([CH3:30])[C:13]([N:15]1[CH2:20][CH2:19][CH:18]([OH:21])[CH2:17][CH:16]1[C:22]1[CH:27]=[CH:26][C:25]([F:28])=[CH:24][C:23]=1[CH3:29])=[O:14], predict the reaction product.